From a dataset of Catalyst prediction with 721,799 reactions and 888 catalyst types from USPTO. Predict which catalyst facilitates the given reaction. (1) Reactant: [F:1][C:2]([F:14])([C:7]1[CH:12]=[CH:11][C:10]([OH:13])=[CH:9][CH:8]=1)[C:3]([F:6])([F:5])[F:4].S(=O)(=O)(O)O.[N+:20]([O-])([OH:22])=[O:21]. Product: [F:1][C:2]([F:14])([C:7]1[CH:12]=[CH:11][C:10]([OH:13])=[C:9]([N+:20]([O-:22])=[O:21])[CH:8]=1)[C:3]([F:5])([F:4])[F:6]. The catalyst class is: 15. (2) Reactant: [CH:1]1([C:4]#[C:5][C:6]2[CH:11]=[C:10]([I:12])[N:9]=[N:8][C:7]=2[NH2:13])[CH2:3][CH2:2]1. Product: [CH:1]1([C:4]2[NH:13][C:7]3[N:8]=[N:9][C:10]([I:12])=[CH:11][C:6]=3[CH:5]=2)[CH2:3][CH2:2]1. The catalyst class is: 1. (3) Reactant: [C:1]([O:5][C:6]([N:8]1[CH2:14][CH2:13][CH2:12][N:11]([C:15]2[NH:19][C:18]3[CH:20]=[CH:21][CH:22]=[CH:23][C:17]=3[N:16]=2)[CH2:10][CH2:9]1)=[O:7])([CH3:4])([CH3:3])[CH3:2].CN(C)C=O.[H-].[Na+].[CH2:31](Br)[CH2:32][CH2:33][CH2:34][CH3:35]. Product: [C:1]([O:5][C:6]([N:8]1[CH2:14][CH2:13][CH2:12][N:11]([C:15]2[N:16]([CH2:31][CH2:32][CH2:33][CH2:34][CH3:35])[C:17]3[CH:23]=[CH:22][CH:21]=[CH:20][C:18]=3[N:19]=2)[CH2:10][CH2:9]1)=[O:7])([CH3:4])([CH3:2])[CH3:3]. The catalyst class is: 4. (4) Reactant: [OH:1][C:2]1[C:10]2[O:9][C:8]([C:11]([O:13][CH3:14])=[O:12])=[CH:7][C:6]=2[CH:5]=[C:4]([N+:15]([O-:17])=[O:16])[CH:3]=1.C(=O)([O-])[O-].[K+].[K+].I[CH2:25][CH2:26][CH3:27].O. Product: [CH2:25]([O:1][C:2]1[C:10]2[O:9][C:8]([C:11]([O:13][CH3:14])=[O:12])=[CH:7][C:6]=2[CH:5]=[C:4]([N+:15]([O-:17])=[O:16])[CH:3]=1)[CH2:26][CH3:27]. The catalyst class is: 9. (5) Product: [O:15]1[C:20]2[CH:21]=[CH:22][C:23]([CH2:25][N:26]([CH:34]3[CH2:39][CH2:38][N:37]([CH2:13][CH2:12][N:3]4[C:4]5[C:9](=[N:8][CH:7]=[CH:6][CH:5]=5)[CH:10]=[CH:11][C:2]4=[O:1])[CH2:36][CH2:35]3)[C:27](=[O:33])[O:28][C:29]([CH3:32])([CH3:30])[CH3:31])=[CH:24][C:19]=2[O:18][CH2:17][CH2:16]1. Reactant: [O:1]=[C:2]1[CH:11]=[CH:10][C:9]2[C:4](=[CH:5][CH:6]=[CH:7][N:8]=2)[N:3]1[CH2:12][CH:13]=O.[O:15]1[C:20]2[CH:21]=[CH:22][C:23]([CH2:25][N:26]([CH:34]3[CH2:39][CH2:38][NH:37][CH2:36][CH2:35]3)[C:27](=[O:33])[O:28][C:29]([CH3:32])([CH3:31])[CH3:30])=[CH:24][C:19]=2[O:18][CH2:17][CH2:16]1.C(O)(=O)C.C(O[BH-](OC(=O)C)OC(=O)C)(=O)C.[Na+]. The catalyst class is: 46.